This data is from Reaction yield outcomes from USPTO patents with 853,638 reactions. The task is: Predict the reaction yield, written as a fraction of the theoretical maximum amount of product (1.0 means a 100% yield; for example, 0.34 means a 34% yield). (1) The reactants are C([O:3][C:4](=[O:24])[C:5]1[CH:10]=[CH:9][C:8]([NH:11][C:12]([C:14]2[CH:15]=[CH:16][C:17]3[O:22][CH2:21][CH2:20][NH:19][C:18]=3[CH:23]=2)=[O:13])=[CH:7][CH:6]=1)C.[F:25][C:26]1[CH:27]=[C:28]([S:32](Cl)(=[O:34])=[O:33])[CH:29]=[CH:30][CH:31]=1. The catalyst is N1C=CC=CC=1. The product is [F:25][C:26]1[CH:27]=[C:28]([S:32]([N:19]2[C:18]3[CH:23]=[C:14]([C:12]([NH:11][C:8]4[CH:9]=[CH:10][C:5]([C:4]([OH:3])=[O:24])=[CH:6][CH:7]=4)=[O:13])[CH:15]=[CH:16][C:17]=3[O:22][CH2:21][CH2:20]2)(=[O:34])=[O:33])[CH:29]=[CH:30][CH:31]=1. The yield is 0.440. (2) The reactants are [CH3:1][N:2](C)[C:3]1[CH:8]=[CH:7][C:6]([CH:9]([C:11]2[CH:16]=[CH:15][C:14]([O:17][CH3:18])=[C:13]([O:19][CH2:20][CH3:21])[CH:12]=2)[OH:10])=[CH:5][CH:4]=1. The product is [CH2:20]([O:19][C:13]1[CH:12]=[C:11]([C:9]([C:6]2[CH:5]=[CH:4][C:3]([NH:2][CH3:1])=[CH:8][CH:7]=2)=[O:10])[CH:16]=[CH:15][C:14]=1[O:17][CH3:18])[CH3:21]. The yield is 0.230. The catalyst is C(Cl)Cl.O=[Mn]=O. (3) The reactants are [Br:1][C:2]1[CH:3]=[CH:4][C:5]([C:8](/[N:10]=[CH:11]/[N:12](C)C)=O)=[N:6][CH:7]=1.[NH2:15]N. No catalyst specified. The product is [Br:1][C:2]1[CH:3]=[CH:4][C:5]([C:8]2[N:10]=[CH:11][NH:12][N:15]=2)=[N:6][CH:7]=1. The yield is 0.830. (4) The reactants are [C:1]([Cl:4])(Cl)=[O:2].C1(C)C=CC=CC=1.[CH3:12][O:13][C:14]1[CH:15]=[C:16]2[C:21](=[CH:22][C:23]=1[O:24][CH3:25])[N:20]=[CH:19][N:18]=[C:17]2[CH:26]1[CH2:31][CH2:30][NH:29][CH2:28][CH2:27]1.CCN(C(C)C)C(C)C.C([O-])(=O)CC(CC([O-])=O)(C([O-])=O)O.[Na+].[Na+].[Na+]. The catalyst is C(Cl)Cl. The product is [CH3:12][O:13][C:14]1[CH:15]=[C:16]2[C:21](=[CH:22][C:23]=1[O:24][CH3:25])[N:20]=[CH:19][N:18]=[C:17]2[CH:26]1[CH2:31][CH2:30][N:29]([C:1]([Cl:4])=[O:2])[CH2:28][CH2:27]1. The yield is 0.510. (5) The reactants are C(OC(=O)[NH:7][CH2:8][CH2:9][CH:10]1[CH2:15][CH2:14][N:13]([C:16]2[C:25]3[C:20](=[CH:21][CH:22]=[C:23]([O:26][CH3:27])[CH:24]=3)[N:19]=[CH:18][C:17]=2[Cl:28])[CH2:12][CH2:11]1)(C)(C)C.C(O)(C(F)(F)F)=O. The catalyst is C(Cl)Cl. The product is [Cl:28][C:17]1[CH:18]=[N:19][C:20]2[C:25]([C:16]=1[N:13]1[CH2:12][CH2:11][CH:10]([CH2:9][CH2:8][NH2:7])[CH2:15][CH2:14]1)=[CH:24][C:23]([O:26][CH3:27])=[CH:22][CH:21]=2. The yield is 0.900. (6) The catalyst is CN1C(=O)CCC1. The reactants are F[C:2]1[C:7]([F:8])=[CH:6][CH:5]=[C:4]([F:9])[N:3]=1.[F:10][C:11]1[CH:12]=[C:13]([CH:16]=[CH:17][CH:18]=1)[CH2:14][NH2:15].C(N(CC)CC)C. The product is [F:8][C:7]1[C:2]([NH:15][CH2:14][C:13]2[CH:16]=[CH:17][CH:18]=[C:11]([F:10])[CH:12]=2)=[N:3][C:4]([F:9])=[CH:5][CH:6]=1. The yield is 0.980.